The task is: Predict the product of the given reaction.. This data is from Forward reaction prediction with 1.9M reactions from USPTO patents (1976-2016). (1) Given the reactants [CH3:1][C:2]1([CH3:15])[CH:7]=[CH:6][C:5]2[CH:8]=[C:9]([N+:12]([O-])=O)[CH:10]=[CH:11][C:4]=2[O:3]1.Cl.[OH-].[Na+], predict the reaction product. The product is: [NH2:12][C:9]1[CH:10]=[CH:11][C:4]2[O:3][C:2]([CH3:1])([CH3:15])[CH:7]=[CH:6][C:5]=2[CH:8]=1. (2) Given the reactants [C:1]([C:5]1[CH:9]=[C:8]([NH:10][C:11]([NH:13][C:14]2[C:23]3[C:18](=[CH:19][CH:20]=[CH:21][CH:22]=3)[C:17]([O:24][C:25]3[CH:30]=[CH:29][N:28]=[C:27](Cl)[N:26]=3)=[CH:16][CH:15]=2)=[O:12])[N:7]([C:32]2[CH:37]=[CH:36][CH:35]=[C:34]([CH2:38][P:39]([CH3:42])([CH3:41])=[O:40])[CH:33]=2)[N:6]=1)([CH3:4])([CH3:3])[CH3:2].[O:43]1[CH2:48][CH2:47][N:46]([CH2:49][CH2:50][O:51][C:52]2[CH:53]=[C:54]([CH:56]=[CH:57][CH:58]=2)[NH2:55])[CH2:45][CH2:44]1, predict the reaction product. The product is: [C:1]([C:5]1[CH:9]=[C:8]([NH:10][C:11]([NH:13][C:14]2[C:23]3[C:18](=[CH:19][CH:20]=[CH:21][CH:22]=3)[C:17]([O:24][C:25]3[CH:30]=[CH:29][N:28]=[C:27]([NH:55][C:54]4[CH:56]=[CH:57][CH:58]=[C:52]([O:51][CH2:50][CH2:49][N:46]5[CH2:45][CH2:44][O:43][CH2:48][CH2:47]5)[CH:53]=4)[N:26]=3)=[CH:16][CH:15]=2)=[O:12])[N:7]([C:32]2[CH:37]=[CH:36][CH:35]=[C:34]([CH2:38][P:39]([CH3:42])([CH3:41])=[O:40])[CH:33]=2)[N:6]=1)([CH3:4])([CH3:3])[CH3:2].